From a dataset of Reaction yield outcomes from USPTO patents with 853,638 reactions. Predict the reaction yield, written as a fraction of the theoretical maximum amount of product (1.0 means a 100% yield; for example, 0.34 means a 34% yield). The reactants are C1CO[C:8]2[CH:7]=[CH:6][C:5]([NH:11][C:12]3[C:17]([F:18])=[CH:16][N:15]=[C:14]([NH:19][C:20]4[CH:25]=[CH:24][CH:23]=[C:22](O)[CH:21]=4)[N:13]=3)=[CH:4][C:3]=2[O:2]1.ClC1N=C(NC2C=CC=C(O)C=2)C(F)=CN=1.[S:43]1[C:47]2C=CC=CC=2[C:45](CN)=[CH:44]1. No catalyst specified. The product is [S:43]1[C:44]2[CH:45]=[CH:21][CH:22]=[CH:23][C:24]=2[C:25]([CH2:20][NH:19][C:14]2[N:13]=[C:12]([NH:11][C:5]3[CH:6]=[CH:7][CH:8]=[C:3]([OH:2])[CH:4]=3)[C:17]([F:18])=[CH:16][N:15]=2)=[CH:47]1. The yield is 0.530.